Dataset: Reaction yield outcomes from USPTO patents with 853,638 reactions. Task: Predict the reaction yield, written as a fraction of the theoretical maximum amount of product (1.0 means a 100% yield; for example, 0.34 means a 34% yield). (1) The reactants are [Cl:1][C:2]1[C:3]([O:30][C@H:31]2[CH2:36][CH2:35][C@@H:34]([OH:37])[CH2:33][C@@H:32]2[C:38]2[N:42]([CH3:43])[N:41]=[CH:40][CH:39]=2)=[CH:4][C:5]([F:29])=[C:6]([S:8]([N:11](CC2C=CC(OC)=CC=2OC)[C:12]2[CH:17]=[CH:16][N:15]=[CH:14][N:13]=2)(=[O:10])=[O:9])[CH:7]=1.C([SiH](CC)CC)C.FC(F)(F)C(O)=O. The catalyst is ClCCl. The product is [Cl:1][C:2]1[C:3]([O:30][C@H:31]2[CH2:36][CH2:35][C@@H:34]([OH:37])[CH2:33][C@@H:32]2[C:38]2[N:42]([CH3:43])[N:41]=[CH:40][CH:39]=2)=[CH:4][C:5]([F:29])=[C:6]([S:8]([NH:11][C:12]2[CH:17]=[CH:16][N:15]=[CH:14][N:13]=2)(=[O:10])=[O:9])[CH:7]=1. The yield is 0.710. (2) The product is [C:1]([NH:5][S:6]([C:9]1[CH:17]=[C:16]2[C:12]([C:13]([C:18]3[CH2:23][CH2:22][CH2:21][CH2:20][CH:19]=3)=[CH:14][NH:15]2)=[CH:11][CH:10]=1)(=[O:8])=[O:7])([CH3:4])([CH3:2])[CH3:3]. The catalyst is CO. The yield is 0.597. The reactants are [C:1]([NH:5][S:6]([C:9]1[CH:17]=[C:16]2[C:12]([CH:13]=[CH:14][NH:15]2)=[CH:11][CH:10]=1)(=[O:8])=[O:7])([CH3:4])([CH3:3])[CH3:2].[C:18]1(=O)[CH2:23][CH2:22][CH2:21][CH2:20][CH2:19]1.C[O-].[Na+]. (3) The reactants are [OH:1][CH2:2][C:3]1[C:7]([CH3:8])=[C:6]([CH3:9])[S:5][C:4]=1[C:10]([O:12][CH3:13])=[O:11]. The catalyst is C(Cl)Cl.[O-2].[Mn+4].[O-2]. The product is [CH:2]([C:3]1[C:7]([CH3:8])=[C:6]([CH3:9])[S:5][C:4]=1[C:10]([O:12][CH3:13])=[O:11])=[O:1]. The yield is 0.580.